This data is from Full USPTO retrosynthesis dataset with 1.9M reactions from patents (1976-2016). The task is: Predict the reactants needed to synthesize the given product. (1) Given the product [Cl:24][C:21]1[CH:22]=[CH:23][C:18]([C:16]2[C:15](=[O:26])[N:14]([CH3:27])[C:8]3[N:9]([CH3:13])[C:10]4[C:6]([C:7]=3[CH:17]=2)=[CH:5][C:4]([C:1](=[O:3])[CH:2]=[CH:33][N:34]([CH3:36])[CH3:35])=[CH:12][CH:11]=4)=[C:19]([F:25])[CH:20]=1, predict the reactants needed to synthesize it. The reactants are: [C:1]([C:4]1[CH:5]=[C:6]2[C:10](=[CH:11][CH:12]=1)[N:9]([CH3:13])[C:8]1[N:14]([CH3:27])[C:15](=[O:26])[C:16]([C:18]3[CH:23]=[CH:22][C:21]([Cl:24])=[CH:20][C:19]=3[F:25])=[CH:17][C:7]2=1)(=[O:3])[CH3:2].CC(O[CH:33](N(C)C)[N:34]([CH3:36])[CH3:35])(C)C. (2) The reactants are: [C:1]([CH:3]([C:17]1[CH:22]=[CH:21][C:20]([C:23]([F:26])([F:25])[F:24])=[CH:19][CH:18]=1)[CH:4]1[CH2:9][CH2:8][N:7]([C:10]([O:12][C:13]([CH3:16])([CH3:15])[CH3:14])=[O:11])[CH2:6][CH2:5]1)#[N:2].N. Given the product [NH2:2][CH2:1][CH:3]([CH:4]1[CH2:5][CH2:6][N:7]([C:10]([O:12][C:13]([CH3:16])([CH3:15])[CH3:14])=[O:11])[CH2:8][CH2:9]1)[C:17]1[CH:22]=[CH:21][C:20]([C:23]([F:26])([F:24])[F:25])=[CH:19][CH:18]=1, predict the reactants needed to synthesize it. (3) The reactants are: [F:1][CH:2]([F:11])[O:3][C:4]1[N:9]=[CH:8][C:7]([NH2:10])=[CH:6][CH:5]=1.[Br:12]N1C(=O)CCC1=O.O. Given the product [Br:12][C:8]1[C:7]([NH2:10])=[CH:6][CH:5]=[C:4]([O:3][CH:2]([F:1])[F:11])[N:9]=1, predict the reactants needed to synthesize it. (4) Given the product [Br:16][C:17]1[CH:18]=[C:19]([C:2]2[CH:7]=[CH:6][C:5](/[C:8](/[CH3:15])=[CH:9]/[C:10]([O:12][CH2:13][CH3:14])=[O:11])=[CH:4][CH:3]=2)[CH:20]=[C:21]([Br:23])[CH:22]=1, predict the reactants needed to synthesize it. The reactants are: I[C:2]1[CH:7]=[CH:6][C:5](/[C:8](/[CH3:15])=[CH:9]/[C:10]([O:12][CH2:13][CH3:14])=[O:11])=[CH:4][CH:3]=1.[Br:16][C:17]1[CH:18]=[C:19](B(O)O)[CH:20]=[C:21]([Br:23])[CH:22]=1. (5) The reactants are: [C:1]1([CH:8]=[CH:7][C:5]([OH:6])=[CH:4][CH:3]=1)[OH:2].[OH-].[K+].[Br:11][CH2:12][CH2:13][CH2:14][CH2:15][CH2:16]Br. Given the product [Br:11][CH2:12][CH2:13][CH2:14][CH2:15][CH2:16][O:2][C:1]1[CH:8]=[CH:7][C:5]([OH:6])=[CH:4][CH:3]=1, predict the reactants needed to synthesize it. (6) Given the product [F:1][C:2]1[CH:3]=[C:4]([CH:27]=[CH:28][CH:29]=1)[CH2:5][N:6]1[C:11](=[O:12])[C:10]2[C:13]([O:20][CH2:21][C:22]([F:25])([F:23])[F:24])=[C:14]([C:17]([NH:31][CH:32]3[CH2:33][CH2:34][N:35]([C:38](=[O:41])[CH2:39][OH:40])[CH2:36][CH2:37]3)=[O:18])[N:15]([CH3:16])[C:9]=2[N:8]=[C:7]1[CH3:26], predict the reactants needed to synthesize it. The reactants are: [F:1][C:2]1[CH:3]=[C:4]([CH:27]=[CH:28][CH:29]=1)[CH2:5][N:6]1[C:11](=[O:12])[C:10]2[C:13]([O:20][CH2:21][C:22]([F:25])([F:24])[F:23])=[C:14]([C:17](O)=[O:18])[N:15]([CH3:16])[C:9]=2[N:8]=[C:7]1[CH3:26].Cl.[NH2:31][CH:32]1[CH2:37][CH2:36][N:35]([C:38](=[O:41])[CH2:39][OH:40])[CH2:34][CH2:33]1.C1C=CC2N(O)N=NC=2C=1.C(N(CC)CC)C. (7) Given the product [C:1]([O:5][C:6](=[O:20])[NH:7][C:8]1[CH:13]=[C:12]([CH3:14])[C:11]([C:15]([F:18])([F:17])[F:16])=[CH:10][C:9]=1[NH:19][C:26](=[O:25])[CH2:27][C:28]([C:30]1[CH:35]=[CH:34][CH:33]=[C:32]([C:36]2[CH:37]=[N:38][C:39]([CH:42]3[CH2:43][CH2:44]3)=[CH:40][CH:41]=2)[CH:31]=1)=[O:29])([CH3:4])([CH3:2])[CH3:3], predict the reactants needed to synthesize it. The reactants are: [C:1]([O:5][C:6](=[O:20])[NH:7][C:8]1[CH:13]=[C:12]([CH3:14])[C:11]([C:15]([F:18])([F:17])[F:16])=[CH:10][C:9]=1[NH2:19])([CH3:4])([CH3:3])[CH3:2].C([O:25][C:26](=O)[CH2:27][C:28]([C:30]1[CH:35]=[CH:34][CH:33]=[C:32]([C:36]2[CH:37]=[N:38][C:39]([CH:42]3[CH2:44][CH2:43]3)=[CH:40][CH:41]=2)[CH:31]=1)=[O:29])(C)(C)C. (8) Given the product [CH3:1][C:2]1[N:3]([CH2:18][C:19]2[O:20][C:21]([C:24]([F:27])([F:26])[F:25])=[CH:22][CH:23]=2)[C:4]2[C:9]([CH:10]=1)=[C:8]([C:11]([F:12])([F:14])[F:13])[C:7]([C:15]#[N:16])=[CH:6][CH:5]=2, predict the reactants needed to synthesize it. The reactants are: [CH3:1][C:2]1[NH:3][C:4]2[C:9]([CH:10]=1)=[C:8]([C:11]([F:14])([F:13])[F:12])[C:7]([C:15]#[N:16])=[CH:6][CH:5]=2.Br[CH2:18][C:19]1[O:20][C:21]([C:24]([F:27])([F:26])[F:25])=[CH:22][CH:23]=1. (9) Given the product [Cl:22][C:11]1[N:12]=[C:13]([N:16]2[CH2:21][CH2:20][O:19][CH2:18][CH2:17]2)[C:14]2[S:15][C:7]([CH2:6][CH2:5][C:4]([OH:23])=[O:3])=[CH:8][C:9]=2[N:10]=1, predict the reactants needed to synthesize it. The reactants are: C([O:3][C:4](=[O:23])[CH2:5][CH2:6][C:7]1[S:15][C:14]2[C:13]([N:16]3[CH2:21][CH2:20][O:19][CH2:18][CH2:17]3)=[N:12][C:11]([Cl:22])=[N:10][C:9]=2[CH:8]=1)C.[OH-].[Na+].Cl.